This data is from Merck oncology drug combination screen with 23,052 pairs across 39 cell lines. The task is: Regression. Given two drug SMILES strings and cell line genomic features, predict the synergy score measuring deviation from expected non-interaction effect. (1) Drug 1: COC12C(COC(N)=O)C3=C(C(=O)C(C)=C(N)C3=O)N1CC1NC12. Drug 2: CC(C)CC(NC(=O)C(Cc1ccccc1)NC(=O)c1cnccn1)B(O)O. Cell line: UWB1289. Synergy scores: synergy=-30.4. (2) Drug 1: COC12C(COC(N)=O)C3=C(C(=O)C(C)=C(N)C3=O)N1CC1NC12. Drug 2: CCc1cnn2c(NCc3ccc[n+]([O-])c3)cc(N3CCCCC3CCO)nc12. Cell line: MDAMB436. Synergy scores: synergy=8.91. (3) Drug 1: Nc1ccn(C2OC(CO)C(O)C2(F)F)c(=O)n1. Drug 2: NC(=O)c1cccc2cn(-c3ccc(C4CCCNC4)cc3)nc12. Cell line: RPMI7951. Synergy scores: synergy=-3.05.